From a dataset of Catalyst prediction with 721,799 reactions and 888 catalyst types from USPTO. Predict which catalyst facilitates the given reaction. (1) Reactant: [F:1][C:2]([F:26])([F:25])[S:3]([O:6][C:7]1[CH:16]=[C:15]2[C:10]([C:11](=[O:24])[C:12]([C:17]3[CH:22]=[CH:21][C:20]([NH2:23])=[CH:19][CH:18]=3)=[CH:13][O:14]2)=[CH:9][CH:8]=1)(=[O:5])=[O:4].[CH3:27][S:28](Cl)(=[O:30])=[O:29].O. Product: [F:26][C:2]([F:1])([F:25])[S:3]([O:6][C:7]1[CH:16]=[C:15]2[C:10]([C:11](=[O:24])[C:12]([C:17]3[CH:22]=[CH:21][C:20]([NH:23][S:28]([CH3:27])(=[O:30])=[O:29])=[CH:19][CH:18]=3)=[CH:13][O:14]2)=[CH:9][CH:8]=1)(=[O:5])=[O:4]. The catalyst class is: 17. (2) Reactant: Cl.Cl[CH2:3][C:4]1[C:5]([NH:14][CH3:15])=[CH:6][C:7]([N:10]([O:12][CH3:13])[CH3:11])=[N:8][CH:9]=1.[F:16][C:17]1[CH:23]=[CH:22][C:20]([NH2:21])=[CH:19][C:18]=1[N+:24]([O-:26])=[O:25]. Product: [F:16][C:17]1[CH:23]=[CH:22][C:20]([NH:21][CH2:3][C:4]2[C:5]([NH:14][CH3:15])=[CH:6][C:7]([N:10]([O:12][CH3:13])[CH3:11])=[N:8][CH:9]=2)=[CH:19][C:18]=1[N+:24]([O-:26])=[O:25]. The catalyst class is: 17. (3) Reactant: [CH3:1][C:2]1[N:6]=[C:5]([C:7]2[C:8]3[CH2:25][CH2:24][CH2:23][C:9]=3[S:10][C:11]=2[NH:12][C:13]([C:15]2[CH2:19][CH2:18][CH2:17][C:16]=2[C:20]([OH:22])=[O:21])=[O:14])[O:4][N:3]=1.[C:26]12C(=O)OC(=O)C=1CCCC2. Product: [CH3:1][C:2]1[N:6]=[C:5]([C:7]2[C:8]3[CH2:25][CH2:24][CH2:23][C:9]=3[S:10][C:11]=2[NH:12][C:13]([C:15]2[CH2:26][CH2:19][CH2:18][CH2:17][C:16]=2[C:20]([OH:22])=[O:21])=[O:14])[O:4][N:3]=1. The catalyst class is: 828. (4) Reactant: CC(C)([O-])C.[K+].[N+:7]([C:10]1[C:15]([F:16])=[CH:14][CH:13]=[CH:12][N:11]=1)([O-:9])=[O:8].[CH2:17]([O:19][C:20](=[O:24])[CH:21](Cl)[CH3:22])[CH3:18].Cl. Product: [F:16][C:15]1[CH:14]=[C:13]([CH:21]([CH3:22])[C:20]([O:19][CH2:17][CH3:18])=[O:24])[CH:12]=[N:11][C:10]=1[N+:7]([O-:9])=[O:8]. The catalyst class is: 9. (5) Reactant: [CH2:1]([S:4]([C:7]1[CH:12]=[CH:11][CH:10]=[CH:9][C:8]=1[NH2:13])(=[O:6])=[O:5])[CH2:2][CH3:3].[H-].[Na+].[Cl:16][C:17]1[N:22]=[C:21](Cl)[C:20]([Cl:24])=[CH:19][N:18]=1.[Cl-].[NH4+]. Product: [Cl:16][C:17]1[N:22]=[C:21]([NH:13][C:8]2[CH:9]=[CH:10][CH:11]=[CH:12][C:7]=2[S:4]([CH2:1][CH2:2][CH3:3])(=[O:6])=[O:5])[C:20]([Cl:24])=[CH:19][N:18]=1. The catalyst class is: 145. (6) Reactant: [CH2:1]([N:5]([CH2:27][CH2:28][CH2:29][CH3:30])[C:6]1[CH:11]=[CH:10][C:9]([CH:12]=[CH:13][C:14]2[CH2:19][C:18]([CH3:21])([CH3:20])[CH2:17][C:16](=[CH:22][CH:23]=O)[CH:15]=2)=[C:8]([O:25][CH3:26])[CH:7]=1)[CH2:2][CH2:3][CH3:4].[C:31]([C:33]1[C:34](=[C:41]([C:44]#[N:45])[C:42]#[N:43])[O:35][C:36]([CH3:40])([CH3:39])[C:37]=1[CH3:38])#[N:32].C([O-])(=O)C.[NH4+]. Product: [CH2:27]([N:5]([CH2:1][CH2:2][CH2:3][CH3:4])[C:6]1[CH:11]=[CH:10][C:9]([CH:12]=[CH:13][C:14]2[CH2:19][C:18]([CH3:20])([CH3:21])[CH2:17][C:16](=[CH:22][CH:23]=[CH:38][C:37]3[C:36]([CH3:39])([CH3:40])[O:35][C:34](=[C:41]([C:42]#[N:43])[C:44]#[N:45])[C:33]=3[C:31]#[N:32])[CH:15]=2)=[C:8]([O:25][CH3:26])[CH:7]=1)[CH2:28][CH2:29][CH3:30]. The catalyst class is: 8. (7) Reactant: [F:1][C:2]([F:18])([F:17])[C:3]1[CH:4]=[C:5]([S:13](Cl)(=[O:15])=[O:14])[CH:6]=[C:7]([C:9]([F:12])([F:11])[F:10])[CH:8]=1.[CH:19]([C:22]1[CH:28]=[C:27]([CH:29]([CH3:31])[CH3:30])[CH:26]=[C:25]([CH:32]([CH3:34])[CH3:33])[C:23]=1[NH2:24])([CH3:21])[CH3:20]. Product: [F:1][C:2]([F:18])([F:17])[C:3]1[CH:4]=[C:5]([S:13]([NH:24][C:23]2[C:25]([CH:32]([CH3:33])[CH3:34])=[CH:26][C:27]([CH:29]([CH3:31])[CH3:30])=[CH:28][C:22]=2[CH:19]([CH3:21])[CH3:20])(=[O:15])=[O:14])[CH:6]=[C:7]([C:9]([F:12])([F:11])[F:10])[CH:8]=1. The catalyst class is: 17.